From a dataset of Full USPTO retrosynthesis dataset with 1.9M reactions from patents (1976-2016). Predict the reactants needed to synthesize the given product. Given the product [CH3:1][O:2][CH2:3][CH2:4][CH2:5][CH2:6][O:7][S:27]([C:24]1[CH:25]=[CH:26][C:21]([CH3:31])=[CH:22][CH:23]=1)(=[O:29])=[O:28], predict the reactants needed to synthesize it. The reactants are: [CH3:1][O:2][CH2:3][CH2:4][CH2:5][CH2:6][OH:7].C(N(CC)CC)C.N1C=CC=CC=1.[C:21]1([CH3:31])[CH:26]=[CH:25][C:24]([S:27](Cl)(=[O:29])=[O:28])=[CH:23][CH:22]=1.